Dataset: NCI-60 drug combinations with 297,098 pairs across 59 cell lines. Task: Regression. Given two drug SMILES strings and cell line genomic features, predict the synergy score measuring deviation from expected non-interaction effect. (1) Drug 1: CC1=C2C(C(=O)C3(C(CC4C(C3C(C(C2(C)C)(CC1OC(=O)C(C(C5=CC=CC=C5)NC(=O)OC(C)(C)C)O)O)OC(=O)C6=CC=CC=C6)(CO4)OC(=O)C)OC)C)OC. Drug 2: CC1C(C(CC(O1)OC2CC(OC(C2O)C)OC3=CC4=CC5=C(C(=O)C(C(C5)C(C(=O)C(C(C)O)O)OC)OC6CC(C(C(O6)C)O)OC7CC(C(C(O7)C)O)OC8CC(C(C(O8)C)O)(C)O)C(=C4C(=C3C)O)O)O)O. Cell line: CCRF-CEM. Synergy scores: CSS=34.9, Synergy_ZIP=-0.232, Synergy_Bliss=0.427, Synergy_Loewe=-33.0, Synergy_HSA=1.25. (2) Drug 1: CS(=O)(=O)C1=CC(=C(C=C1)C(=O)NC2=CC(=C(C=C2)Cl)C3=CC=CC=N3)Cl. Drug 2: CCCCCOC(=O)NC1=NC(=O)N(C=C1F)C2C(C(C(O2)C)O)O. Cell line: IGROV1. Synergy scores: CSS=5.71, Synergy_ZIP=-0.808, Synergy_Bliss=1.08, Synergy_Loewe=0.217, Synergy_HSA=0.670. (3) Drug 1: CC1=C(C=C(C=C1)C(=O)NC2=CC(=CC(=C2)C(F)(F)F)N3C=C(N=C3)C)NC4=NC=CC(=N4)C5=CN=CC=C5. Drug 2: CS(=O)(=O)OCCCCOS(=O)(=O)C. Cell line: IGROV1. Synergy scores: CSS=6.61, Synergy_ZIP=3.85, Synergy_Bliss=5.35, Synergy_Loewe=2.17, Synergy_HSA=2.63. (4) Drug 1: CC1OCC2C(O1)C(C(C(O2)OC3C4COC(=O)C4C(C5=CC6=C(C=C35)OCO6)C7=CC(=C(C(=C7)OC)O)OC)O)O. Drug 2: CC1CCCC2(C(O2)CC(NC(=O)CC(C(C(=O)C(C1O)C)(C)C)O)C(=CC3=CSC(=N3)C)C)C. Cell line: HT29. Synergy scores: CSS=21.4, Synergy_ZIP=-4.95, Synergy_Bliss=-0.432, Synergy_Loewe=-2.20, Synergy_HSA=-0.0546. (5) Drug 1: CC(CN1CC(=O)NC(=O)C1)N2CC(=O)NC(=O)C2. Drug 2: C1CN(P(=O)(OC1)NCCCl)CCCl. Cell line: OVCAR3. Synergy scores: CSS=12.1, Synergy_ZIP=-4.05, Synergy_Bliss=-0.500, Synergy_Loewe=-9.05, Synergy_HSA=-1.96. (6) Drug 1: CN(C)N=NC1=C(NC=N1)C(=O)N. Drug 2: C1=NNC2=C1C(=O)NC=N2. Cell line: SNB-19. Synergy scores: CSS=-4.63, Synergy_ZIP=-0.592, Synergy_Bliss=-6.95, Synergy_Loewe=-8.92, Synergy_HSA=-8.62. (7) Drug 1: CCC1=CC2CC(C3=C(CN(C2)C1)C4=CC=CC=C4N3)(C5=C(C=C6C(=C5)C78CCN9C7C(C=CC9)(C(C(C8N6C)(C(=O)OC)O)OC(=O)C)CC)OC)C(=O)OC.C(C(C(=O)O)O)(C(=O)O)O. Drug 2: C1CCC(C(C1)N)N.C(=O)(C(=O)[O-])[O-].[Pt+4]. Cell line: CAKI-1. Synergy scores: CSS=21.6, Synergy_ZIP=-7.69, Synergy_Bliss=-5.14, Synergy_Loewe=-8.05, Synergy_HSA=0.883.